Dataset: Reaction yield outcomes from USPTO patents with 853,638 reactions. Task: Predict the reaction yield, written as a fraction of the theoretical maximum amount of product (1.0 means a 100% yield; for example, 0.34 means a 34% yield). (1) The reactants are [NH2:1][C:2]1[N:7]=[CH:6][C:5](B(O)O)=[CH:4][N:3]=1.Br[C:12]1[C:17]([F:18])=[CH:16][C:15]([Cl:19])=[CH:14][N:13]=1.C([O-])([O-])=O.[Na+].[Na+]. The catalyst is C([O-])(=O)C.[Pd+2].C([O-])(=O)C.C(P(C(C)(C)C)[C-]1C=CC=C1)(C)(C)C.[C-]1(P(C(C)(C)C)C(C)(C)C)C=CC=C1.[Fe+2].P([O-])([O-])([O-])=O.[K+].[K+].[K+].C1COCC1. The product is [Cl:19][C:15]1[CH:16]=[C:17]([F:18])[C:12]([C:5]2[CH:4]=[N:3][C:2]([NH2:1])=[N:7][CH:6]=2)=[N:13][CH:14]=1. The yield is 0.440. (2) The product is [OH:1][CH2:2][C@H:3]1[CH2:12][N:7]2[CH2:8][CH2:9][N:10]([C:14]3[N:19]=[CH:18][CH:17]=[CH:16][N:15]=3)[CH2:11][C@@H:6]2[CH2:5][CH2:4]1. The yield is 0.890. The reactants are [OH:1][CH2:2][C@H:3]1[CH2:12][N:7]2[CH2:8][CH2:9][NH:10][CH2:11][C@@H:6]2[CH2:5][CH2:4]1.Cl[C:14]1[N:19]=[CH:18][CH:17]=[CH:16][N:15]=1.C(=O)([O-])[O-].[Na+].[Na+]. The catalyst is O. (3) The reactants are [Cl:1][C:2]1[CH:3]=[C:4]2[C:10]3([CH2:14][CH2:13][N:12]([C:15](=[O:22])[CH2:16][C:17](OCC)=[O:18])[CH2:11]3)[CH2:9][N:8]([C:23](=[O:31])[NH:24][C:25]3[S:26][C:27]([Cl:30])=[CH:28][N:29]=3)[C:5]2=[CH:6][CH:7]=1.[BH4-].[Na+].[Cl-].[NH4+]. The catalyst is O1CCCC1.CO. The product is [Cl:1][C:2]1[CH:3]=[C:4]2[C:10]3([CH2:14][CH2:13][N:12]([C:15](=[O:22])[CH2:16][CH2:17][OH:18])[CH2:11]3)[CH2:9][N:8]([C:23]([NH:24][C:25]3[S:26][C:27]([Cl:30])=[CH:28][N:29]=3)=[O:31])[C:5]2=[CH:6][CH:7]=1. The yield is 0.490. (4) The reactants are [CH3:1][C:2]1[CH:3]=[C:4]([CH:6]=[CH:7][C:8]=1[N:9]1[CH2:14][C@@H:13]2[CH2:15][C@H:10]1[CH2:11][N:12]2[CH3:16])[NH2:5].C(OC(N[C:25](=[N:31][C:32]([O:34][C:35]([CH3:38])([CH3:37])[CH3:36])=[O:33])[N:26]1C=CC=N1)=O)(C)(C)C.[OH2:39]. The catalyst is CN(C=O)C. The product is [CH3:1][C:2]1[CH:3]=[C:4]([N:5]=[C:25]([NH2:26])[N:31]([C:32]([O:34][C:35]([CH3:36])([CH3:37])[CH3:38])=[O:33])[C:32]([O:34][C:35]([CH3:38])([CH3:37])[CH3:36])=[O:39])[CH:6]=[CH:7][C:8]=1[N:9]1[CH2:14][C@@H:13]2[CH2:15][C@H:10]1[CH2:11][N:12]2[CH3:16]. The yield is 0.970. (5) The reactants are [NH:1]1[C:9]2[C:4](=[CH:5][CH:6]=[CH:7][CH:8]=2)[C:3]2([CH2:13][O:12][C:11]3[CH:14]=[C:15]4[C:19](=[CH:20][C:10]2=3)[CH2:18][CH2:17][O:16]4)[C:2]1=[O:21].Br[CH2:23][C:24]([O:26][CH2:27][CH3:28])=[O:25].C(=O)([O-])[O-].[Cs+].[Cs+]. The catalyst is CC(C)=O. The product is [O:21]=[C:2]1[C:3]2([CH2:13][O:12][C:11]3[CH:14]=[C:15]4[C:19](=[CH:20][C:10]2=3)[CH2:18][CH2:17][O:16]4)[C:4]2[C:9](=[CH:8][CH:7]=[CH:6][CH:5]=2)[N:1]1[CH2:23][C:24]([O:26][CH2:27][CH3:28])=[O:25]. The yield is 0.630. (6) The reactants are CO[CH2:3][C:4]1[CH:5]=[C:6]([N:10]([CH2:18][C:19]2[CH:24]=[CH:23][CH:22]=[C:21]([O:25][C:26]([F:31])([F:30])[CH:27]([F:29])[F:28])[CH:20]=2)[CH2:11][CH:12]([OH:17])[C:13]([F:16])([F:15])[F:14])[CH:7]=[CH:8][CH:9]=1.B(Br)(Br)[Br:33].COC. The catalyst is ClCCl. The product is [Br:33][CH2:3][C:4]1[CH:5]=[C:6]([N:10]([CH2:18][C:19]2[CH:24]=[CH:23][CH:22]=[C:21]([O:25][C:26]([F:31])([F:30])[CH:27]([F:29])[F:28])[CH:20]=2)[CH2:11][CH:12]([OH:17])[C:13]([F:16])([F:15])[F:14])[CH:7]=[CH:8][CH:9]=1. The yield is 0.590. (7) The reactants are Br[C:2]1[C:3]([C:17]2[CH:22]=[CH:21][C:20]([F:23])=[CH:19][CH:18]=2)=[N:4][C:5]([N:11]([CH3:16])[S:12]([CH3:15])(=[O:14])=[O:13])=[N:6][C:7]=1[CH:8]([CH3:10])[CH3:9].C1(C)C=CC=CC=1.[CH:31]1([CH:37]([NH2:44])C2CCCCC2)CCCC[CH2:32]1.C(#N)C=C. The catalyst is CCCC[N+](CCCC)(CCCC)CCCC.[Br-].CCCC(C)C.CC(C)([P](C(C)(C)C)([Pd][P](C(C)(C)C)(C(C)(C)C)C(C)(C)C)C(C)(C)C)C.CO. The product is [C:37](/[CH:31]=[CH:32]/[C:2]1[C:3]([C:17]2[CH:22]=[CH:21][C:20]([F:23])=[CH:19][CH:18]=2)=[N:4][C:5]([N:11]([CH3:16])[S:12]([CH3:15])(=[O:14])=[O:13])=[N:6][C:7]=1[CH:8]([CH3:10])[CH3:9])#[N:44]. The yield is 0.700. (8) The reactants are [Br:1][C:2]1[CH:7]=[CH:6][C:5]([OH:8])=[CH:4][N:3]=1.[O:9]1[CH:14]=[CH:13][CH2:12][CH2:11][CH2:10]1.C1(C)C=CC(S(O)(=O)=O)=CC=1. The catalyst is ClCCl.C(Cl)(Cl)Cl. The product is [Br:1][C:2]1[CH:7]=[CH:6][C:5]([O:8][CH:10]2[CH2:11][CH2:12][CH2:13][CH2:14][O:9]2)=[CH:4][N:3]=1. The yield is 0.550. (9) The reactants are [CH3:1][C@H:2]([C@@:10]([OH:25])([C:17]1[CH:18]=[CH:19][C:20]([F:24])=[CH:21][C:22]=1[F:23])[CH2:11][N:12]1[N:16]=[CH:15][N:14]=[CH:13]1)[C:3]1[N:8]=[CH:7][N:6]=[CH:5][C:4]=1[F:9].[C@@]12(CS([O-])(=O)=O)C(C)(C)C(CC1)CC2=O.C([O-])([O-])=O.[Na+].[Na+]. The catalyst is O. The product is [CH3:1][C@H:2]([C@@:10]([OH:25])([C:17]1[CH:18]=[CH:19][C:20]([F:24])=[CH:21][C:22]=1[F:23])[CH2:11][N:12]1[N:16]=[CH:15][N:14]=[CH:13]1)[C:3]1[N:8]=[CH:7][N:6]=[CH:5][C:4]=1[F:9]. The yield is 0.917.